Dataset: Reaction yield outcomes from USPTO patents with 853,638 reactions. Task: Predict the reaction yield, written as a fraction of the theoretical maximum amount of product (1.0 means a 100% yield; for example, 0.34 means a 34% yield). (1) The reactants are C([Mg]Cl)(C)C.Br[C:7]1[O:15][C:10]2=[CH:11][N:12]=[CH:13][CH:14]=[C:9]2[C:8]=1[O:16][Si:17]([C:30]([CH3:33])([CH3:32])[CH3:31])([C:24]1[CH:29]=[CH:28][CH:27]=[CH:26][CH:25]=1)[C:18]1[CH:23]=[CH:22][CH:21]=[CH:20][CH:19]=1.FC(F)(F)S(O[C:40]1[N:45]=[CH:44][C:43]([O:46][CH3:47])=[CH:42][N:41]=1)(=O)=O. The catalyst is C1COCC1.[Cl-].[Cl-].[Zn+2].C1C=CC([P]([Pd]([P](C2C=CC=CC=2)(C2C=CC=CC=2)C2C=CC=CC=2)([P](C2C=CC=CC=2)(C2C=CC=CC=2)C2C=CC=CC=2)[P](C2C=CC=CC=2)(C2C=CC=CC=2)C2C=CC=CC=2)(C2C=CC=CC=2)C2C=CC=CC=2)=CC=1. The product is [Si:17]([O:16][C:8]1[C:9]2[C:10](=[CH:11][N:12]=[CH:13][CH:14]=2)[O:15][C:7]=1[C:40]1[N:45]=[CH:44][C:43]([O:46][CH3:47])=[CH:42][N:41]=1)([C:30]([CH3:33])([CH3:32])[CH3:31])([C:24]1[CH:29]=[CH:28][CH:27]=[CH:26][CH:25]=1)[C:18]1[CH:23]=[CH:22][CH:21]=[CH:20][CH:19]=1. The yield is 0.520. (2) The reactants are [CH3:1][O:2][C:3]1[CH:8]=[CH:7][C:6]([N:9]2[C:13]3([CH2:18][CH2:17][N:16]([CH2:19][CH2:20][CH2:21][N:22]4[C:26]5[CH:27]=[CH:28][CH:29]=[CH:30][C:25]=5[S:24][C:23]4=[O:31])[CH2:15][CH2:14]3)[C:12](=[O:32])[N:11]([CH2:33][C:34]3[CH:35]=[C:36]([CH:41]=[CH:42][CH:43]=3)[C:37]([O:39]C)=[O:38])[CH2:10]2)=[CH:5][CH:4]=1.O.[OH-].[Li+]. The catalyst is CO.O. The product is [CH3:1][O:2][C:3]1[CH:8]=[CH:7][C:6]([N:9]2[C:13]3([CH2:18][CH2:17][N:16]([CH2:19][CH2:20][CH2:21][N:22]4[C:26]5[CH:27]=[CH:28][CH:29]=[CH:30][C:25]=5[S:24][C:23]4=[O:31])[CH2:15][CH2:14]3)[C:12](=[O:32])[N:11]([CH2:33][C:34]3[CH:35]=[C:36]([CH:41]=[CH:42][CH:43]=3)[C:37]([OH:39])=[O:38])[CH2:10]2)=[CH:5][CH:4]=1. The yield is 0.590. (3) The reactants are [C:1]([C:4]1[S:8][C:7]([CH2:9][C:10]([OH:12])=[O:11])=[CH:6][CH:5]=1)(=[O:3])[CH3:2].O[CH2:14][C:15]1([CH3:19])[CH2:18][O:17][CH2:16]1.CN(C1C=CC=CN=1)C.C1(N=C=NC2CCCCC2)CCCCC1. The catalyst is C1COCC1. The product is [CH3:14][C:15]1([CH2:19][O:11][C:10](=[O:12])[CH2:9][C:7]2[S:8][C:4]([C:1](=[O:3])[CH3:2])=[CH:5][CH:6]=2)[CH2:18][O:17][CH2:16]1. The yield is 0.790. (4) The reactants are [C:1]1([CH2:17][O:18][C@@H:19]2[C@H:23]([OH:24])[C@@H:22]([CH2:25][OH:26])[O:21][C@H:20]2[N:27]2[CH:42]=[CH:41][C:31]([NH:32][C:33](=[O:40])[C:34]3[CH:39]=[CH:38][CH:37]=[CH:36][CH:35]=3)=[N:30][C:28]2=[O:29])[C:14]2[C:15]3=[C:16]4[C:11](=[CH:12][CH:13]=2)[CH:10]=[CH:9][CH:8]=[C:7]4[CH:6]=[CH:5][C:4]3=[CH:3][CH:2]=1.[C:43](Cl)([C:60]1[CH:65]=[CH:64][CH:63]=[CH:62][CH:61]=1)([C:52]1[CH:59]=[CH:58][C:55]([O:56][CH3:57])=[CH:54][CH:53]=1)[C:44]1[CH:51]=[CH:50][C:47]([O:48][CH3:49])=[CH:46][CH:45]=1. The catalyst is CN(C1C=CN=CC=1)C.N1C=CC=CC=1. The product is [CH3:57][O:56][C:55]1[CH:54]=[CH:53][C:52]([C:43]([O:26][CH2:25][C@H:22]2[O:21][C@@H:20]([N:27]3[CH:42]=[CH:41][C:31]([NH:32][C:33](=[O:40])[C:34]4[CH:39]=[CH:38][CH:37]=[CH:36][CH:35]=4)=[N:30][C:28]3=[O:29])[C@H:19]([O:18][CH2:17][C:1]3[C:14]4[C:15]5=[C:16]6[C:11](=[CH:12][CH:13]=4)[CH:10]=[CH:9][CH:8]=[C:7]6[CH:6]=[CH:5][C:4]5=[CH:3][CH:2]=3)[C@@H:23]2[OH:24])([C:60]2[CH:61]=[CH:62][CH:63]=[CH:64][CH:65]=2)[C:44]2[CH:51]=[CH:50][C:47]([O:48][CH3:49])=[CH:46][CH:45]=2)=[CH:59][CH:58]=1. The yield is 0.650. (5) The reactants are [F:1][C:2]([F:15])([F:14])[CH:3]([OH:13])/[CH:4]=[C:5](\[CH3:12])/[CH2:6][CH2:7][CH:8]=[C:9]([CH3:11])[CH3:10].C(O)(=O)C.C(O)(=O)C.IC1C=CC=CC=1. The catalyst is CC1(C)N([O])C(C)(C)CCC1. The product is [F:1][C:2]([F:14])([F:15])[C:3](=[O:13])/[CH:4]=[C:5](\[CH3:12])/[CH2:6][CH2:7][CH:8]=[C:9]([CH3:10])[CH3:11]. The yield is 1.00. (6) The product is [F:6][C:7]1[CH:15]=[CH:14][C:10]([C:11]([N:3]([O:4][CH3:5])[CH3:2])=[O:12])=[CH:9][CH:8]=1. The catalyst is C(Cl)Cl. The reactants are Cl.[CH3:2][NH:3][O:4][CH3:5].[F:6][C:7]1[CH:15]=[CH:14][C:10]([C:11](Cl)=[O:12])=[CH:9][CH:8]=1.C(N(CC)CC)C. The yield is 0.880. (7) The reactants are Cl.[NH2:2][CH:3]([C:8]1[CH:13]=[CH:12][C:11]([C:14]([F:17])([F:16])[F:15])=[CH:10][CH:9]=1)[C:4](OC)=[O:5].[NH3:18]. No catalyst specified. The product is [NH2:2][CH:3]([C:8]1[CH:13]=[CH:12][C:11]([C:14]([F:17])([F:16])[F:15])=[CH:10][CH:9]=1)[C:4]([NH2:18])=[O:5]. The yield is 0.920. (8) The reactants are C(OCC)(=O)C.[CH2:7]([O:14][C:15]([NH:17][C@@H:18]([CH2:27][C:28]1[CH:33]=[CH:32][CH:31]=[CH:30][CH:29]=1)[C@H:19]([OH:26])[CH2:20][NH:21][CH2:22][CH:23]([CH3:25])[CH3:24])=[O:16])[C:8]1[CH:13]=[CH:12][CH:11]=[CH:10][CH:9]=1.C(N(CC)CC)C.[N+:41]([C:44]1[CH:49]=[CH:48][C:47]([S:50](Cl)(=[O:52])=[O:51])=[CH:46][CH:45]=1)([O-:43])=[O:42]. The catalyst is O. The product is [CH2:7]([O:14][C:15]([NH:17][C@@H:18]([CH2:27][C:28]1[CH:29]=[CH:30][CH:31]=[CH:32][CH:33]=1)[C@H:19]([OH:26])[CH2:20][N:21]([CH2:22][CH:23]([CH3:25])[CH3:24])[S:50]([C:47]1[CH:46]=[CH:45][C:44]([N+:41]([O-:43])=[O:42])=[CH:49][CH:48]=1)(=[O:51])=[O:52])=[O:16])[C:8]1[CH:9]=[CH:10][CH:11]=[CH:12][CH:13]=1. The yield is 0.710. (9) The reactants are [Mg+2].[I-].[I-].[Cl:4][CH2:5][CH2:6][CH2:7][N:8]1[C:16]2[C:11](=[CH:12][CH:13]=[CH:14][C:15]=2[CH2:17][CH3:18])[CH:10]=[CH:9]1.[N:19]([CH2:22][C:23]1[CH:28]=[CH:27][CH:26]=[CH:25][CH:24]=1)=[C:20]=[O:21]. The catalyst is ClCCCl. The product is [CH2:22]([NH:19][C:20]([C:10]1[C:11]2[C:16](=[C:15]([CH2:17][CH3:18])[CH:14]=[CH:13][CH:12]=2)[N:8]([CH2:7][CH2:6][CH2:5][Cl:4])[CH:9]=1)=[O:21])[C:23]1[CH:28]=[CH:27][CH:26]=[CH:25][CH:24]=1. The yield is 0.650. (10) The reactants are C[N:2]([CH2:10][C:11]1[CH:15]=[C:14]([C:16]2[CH:21]=[CH:20][CH:19]=[CH:18][CH:17]=2)[NH:13][CH:12]=1)[C:3](=O)OC(C)(C)C.[H-].[Na+].[C:24]([C:26]1[CH:27]=[C:28]([S:32]([Cl:35])(=[O:34])=[O:33])[CH:29]=[CH:30][CH:31]=1)#[N:25]. No catalyst specified. The product is [ClH:35].[CH3:3][NH:2][CH2:10][C:11]1[CH:15]=[C:14]([C:16]2[CH:17]=[CH:18][CH:19]=[CH:20][CH:21]=2)[N:13]([S:32]([C:28]2[CH:27]=[C:26]([CH:31]=[CH:30][CH:29]=2)[C:24]#[N:25])(=[O:34])=[O:33])[CH:12]=1. The yield is 0.580.